Dataset: Catalyst prediction with 721,799 reactions and 888 catalyst types from USPTO. Task: Predict which catalyst facilitates the given reaction. (1) Reactant: [C:1]([O:5][C:6]([N:8]([CH2:21][CH:22]1[CH2:24][CH2:23]1)[C@@H:9]1[CH2:11][C@H:10]1[C:12]1[CH:13]=[C:14]([CH:18]=[CH:19][CH:20]=1)[C:15]([OH:17])=O)=[O:7])([CH3:4])([CH3:3])[CH3:2].[CH3:25][C:26]1[S:30][C:29]([NH2:31])=[N:28][N:27]=1.F[P-](F)(F)(F)(F)F.N1(OC(N(C)C)=[N+](C)C)C2N=CC=CC=2N=N1.C(=O)([O-])O.[Na+]. Product: [CH:22]1([CH2:21][N:8]([C@@H:9]2[CH2:11][C@H:10]2[C:12]2[CH:20]=[CH:19][CH:18]=[C:14]([C:15](=[O:17])[NH:31][C:29]3[S:30][C:26]([CH3:25])=[N:27][N:28]=3)[CH:13]=2)[C:6](=[O:7])[O:5][C:1]([CH3:4])([CH3:3])[CH3:2])[CH2:23][CH2:24]1. The catalyst class is: 338. (2) Reactant: FC(F)(F)C(O)=O.[F:8][C:9]1[CH:14]=[CH:13][C:12]([S:15]([C:18]([C:20]2[CH:25]=[CH:24][C:23]([C:26]([F:35])([C:31]([F:34])([F:33])[F:32])[C:27]([F:30])([F:29])[F:28])=[CH:22][CH:21]=2)=[CH2:19])(=[O:17])=[O:16])=[CH:11][C:10]=1[CH3:36].[CH2:37]([N:44]([CH2:48][Si](C)(C)C)[CH2:45]OC)[C:38]1[CH:43]=[CH:42][CH:41]=[CH:40][CH:39]=1. Product: [CH2:37]([N:44]1[CH2:48][CH2:19][C@@:18]([S:15]([C:12]2[CH:13]=[CH:14][C:9]([F:8])=[C:10]([CH3:36])[CH:11]=2)(=[O:17])=[O:16])([C:20]2[CH:25]=[CH:24][C:23]([C:26]([F:35])([C:27]([F:30])([F:28])[F:29])[C:31]([F:32])([F:33])[F:34])=[CH:22][CH:21]=2)[CH2:45]1)[C:38]1[CH:43]=[CH:42][CH:41]=[CH:40][CH:39]=1. The catalyst class is: 96. (3) Reactant: [N:1]1[CH:6]=[CH:5][C:4]([NH2:7])=[C:3]([NH2:8])[CH:2]=1.[CH3:9][C:10]([CH:12]=O)=O.C(OCC)(=O)C. Product: [CH3:12][C:10]1[N:8]=[C:3]2[CH:2]=[N:1][CH:6]=[CH:5][C:4]2=[N:7][CH:9]=1. The catalyst class is: 5. (4) Reactant: [Li]C.[CH3:3]COCC.[C:8]([O:12][C:13]([N:15]1[C@H:20]([CH2:21][C:22]2[CH:27]=[CH:26][CH:25]=[C:24]([N:28]3[N:32]=[CH:31][CH:30]=[N:29]3)[CH:23]=2)[CH2:19][O:18][CH2:17][C:16]1=[O:33])=[O:14])([CH3:11])([CH3:10])[CH3:9]. Product: [C:8]([O:12][C:13](=[O:14])[NH:15][C@H:20]([CH2:21][C:22]1[CH:27]=[CH:26][CH:25]=[C:24]([N:28]2[N:29]=[CH:30][CH:31]=[N:32]2)[CH:23]=1)[CH2:19][O:18][CH2:17][C:16](=[O:33])[CH3:3])([CH3:9])([CH3:10])[CH3:11]. The catalyst class is: 1.